From a dataset of Forward reaction prediction with 1.9M reactions from USPTO patents (1976-2016). Predict the product of the given reaction. (1) The product is: [CH2:21]([NH:28][C:29]([NH:1][CH2:2][CH2:3][CH2:4][O:5][C:6]1[CH:7]=[C:8]2[C:12](=[CH:13][CH:14]=1)[NH:11][C:10]([CH2:15][CH2:16][C:17]([O:19][CH3:20])=[O:18])=[CH:9]2)=[O:30])[C:22]1[CH:27]=[CH:26][CH:25]=[CH:24][CH:23]=1. Given the reactants [NH2:1][CH2:2][CH2:3][CH2:4][O:5][C:6]1[CH:7]=[C:8]2[C:12](=[CH:13][CH:14]=1)[NH:11][C:10]([CH2:15][CH2:16][C:17]([O:19][CH3:20])=[O:18])=[CH:9]2.[CH2:21]([N:28]=[C:29]=[O:30])[C:22]1[CH:27]=[CH:26][CH:25]=[CH:24][CH:23]=1, predict the reaction product. (2) Given the reactants [CH3:1][O:2][C:3]1([C:6]([OH:8])=O)[CH2:5][CH2:4]1.CN(C(ON1N=NC2C=CC=NC1=2)=[N+](C)C)C.F[P-](F)(F)(F)(F)F.[O:33]1[C:39]2[CH:40]=[C:41]([C:44]([O:46][CH3:47])=[O:45])[CH:42]=[CH:43][C:38]=2[CH2:37][NH:36][CH2:35][CH2:34]1.CCN(C(C)C)C(C)C, predict the reaction product. The product is: [CH3:1][O:2][C:3]1([C:6]([N:36]2[CH2:37][C:38]3[CH:43]=[CH:42][C:41]([C:44]([O:46][CH3:47])=[O:45])=[CH:40][C:39]=3[O:33][CH2:34][CH2:35]2)=[O:8])[CH2:4][CH2:5]1.